Predict the reaction yield, written as a fraction of the theoretical maximum amount of product (1.0 means a 100% yield; for example, 0.34 means a 34% yield). From a dataset of Reaction yield outcomes from USPTO patents with 853,638 reactions. (1) The reactants are C([NH:4][C:5]1[C:6]([N+:16]([O-:18])=[O:17])=[C:7]([C:12]([Br:15])=[CH:13][CH:14]=1)[C:8]([O:10][CH3:11])=[O:9])(=O)C.C(=O)([O-])O.[Na+]. The catalyst is CO. The product is [NH2:4][C:5]1[C:6]([N+:16]([O-:18])=[O:17])=[C:7]([C:12]([Br:15])=[CH:13][CH:14]=1)[C:8]([O:10][CH3:11])=[O:9]. The yield is 1.00. (2) The reactants are C([O:3][C:4](=[O:33])[C:5]([O:8][C:9]1[CH:14]=[CH:13][C:12]([O:15][CH2:16][CH2:17][CH:18]2[CH2:22][N:21]([CH2:23][C:24]3[CH:29]=[CH:28][C:27]([CH3:30])=[C:26]([CH3:31])[CH:25]=3)[C:20](=[O:32])[NH:19]2)=[CH:11][CH:10]=1)([CH3:7])[CH3:6])C.[OH-].[Na+]. The catalyst is C(O)C. The product is [CH3:31][C:26]1[CH:25]=[C:24]([CH:29]=[CH:28][C:27]=1[CH3:30])[CH2:23][N:21]1[CH2:22][CH:18]([CH2:17][CH2:16][O:15][C:12]2[CH:11]=[CH:10][C:9]([O:8][C:5]([CH3:7])([CH3:6])[C:4]([OH:33])=[O:3])=[CH:14][CH:13]=2)[NH:19][C:20]1=[O:32]. The yield is 0.720. (3) The yield is 0.590. The product is [NH2:1][C:2]1[CH:7]=[CH:6][C:5]([C:8](=[O:13])[C:9]([F:10])([F:11])[F:12])=[CH:4][C:3]=1[I:14]. The reactants are [NH2:1][C:2]1[CH:7]=[CH:6][C:5]([C:8](=[O:13])[C:9]([F:12])([F:11])[F:10])=[CH:4][CH:3]=1.[I:14]Cl.C([O-])(O)=O.[Na+]. The catalyst is Cl. (4) The reactants are Br[C:2]1[CH:7]=[CH:6][N:5]=[C:4]2[NH:8][C:9]([C:11]3[CH:12]=[N:13][N:14]([CH3:16])[CH:15]=3)=[N:10][C:3]=12.[CH3:17][C:18]1[CH:36]=[C:35](B2OC(C)(C)C(C)(C)O2)[CH:34]=[CH:33][C:19]=1[CH2:20][NH:21][C:22]([C:24]1[O:28]N=C(C(C)(C)C)[N:25]=1)=[O:23].P([O-])([O-])([O-])=O.[K+].[K+].[K+].C([O-])(=O)C.[Na+].C(#N)C. No catalyst specified. The product is [CH3:17][C:18]1[CH:36]=[C:35]([C:2]2[CH:7]=[CH:6][N:5]=[C:4]3[NH:8][C:9]([C:11]4[CH:12]=[N:13][N:14]([CH3:16])[CH:15]=4)=[N:10][C:3]=23)[CH:34]=[CH:33][C:19]=1[CH2:20][NH:21][C:22](=[O:23])[C:24]([NH2:25])=[O:28]. The yield is 0.350.